This data is from hERG potassium channel inhibition data for cardiac toxicity prediction from Karim et al.. The task is: Regression/Classification. Given a drug SMILES string, predict its toxicity properties. Task type varies by dataset: regression for continuous values (e.g., LD50, hERG inhibition percentage) or binary classification for toxic/non-toxic outcomes (e.g., AMES mutagenicity, cardiotoxicity, hepatotoxicity). Dataset: herg_karim. (1) The compound is CC(=O)N1CCCC12CCN(c1ccc(C(=O)Nc3cc(-c4cccs4)ccc3N)cn1)CC2. The result is 0 (non-blocker). (2) The molecule is C=CC(=O)Nc1cc(Nc2ncc(C#N)c(-c3cn(C)c4ccccc34)n2)c(OC)cc1N(C)CCN(C)C. The result is 1 (blocker). (3) The compound is Cc1ccc(Cn2c(C3CNCCO3)nc3ccccc32)cc1C. The result is 1 (blocker). (4) The compound is COc1cc(-c2cn(Cc3cccc(C(F)(F)F)c3)nn2)ccc1-n1cnc(C)c1. The result is 1 (blocker). (5) The result is 0 (non-blocker). The drug is CC(Oc1ccc(S(C)(=O)=O)cc1C(=O)N1CCN(c2cnc(C(F)(F)F)cn2)CC1)C(F)(F)F.